This data is from Full USPTO retrosynthesis dataset with 1.9M reactions from patents (1976-2016). The task is: Predict the reactants needed to synthesize the given product. (1) The reactants are: [NH2:1][CH2:2][C@@H:3]1[CH2:8][CH2:7][C@H:6]([NH:9][C:10]2[N:19]=[C:18]([N:20]([CH3:22])[CH3:21])[C:17]3[CH2:16][CH2:15][CH2:14][CH2:13][C:12]=3[N:11]=2)[CH2:5][CH2:4]1.CCN(C(C)C)C(C)C.[F:32][C:33]1[CH:34]=[C:35]([CH:39]=[CH:40][C:41]=1[F:42])[C:36]([Cl:38])=[O:37]. Given the product [ClH:38].[CH3:21][N:20]([CH3:22])[C:18]1[C:17]2[CH2:16][CH2:15][CH2:14][CH2:13][C:12]=2[N:11]=[C:10]([NH:9][C@@H:6]2[CH2:7][CH2:8][C@H:3]([CH2:2][NH:1][C:36](=[O:37])[C:35]3[CH:39]=[CH:40][C:41]([F:42])=[C:33]([F:32])[CH:34]=3)[CH2:4][CH2:5]2)[N:19]=1, predict the reactants needed to synthesize it. (2) Given the product [CH3:14][CH:13]([CH3:15])[CH2:12][C@H:8]([C:9](=[O:11])[NH:31][C@@H:32]([CH2:37][CH2:38][C:39]1[CH:40]=[CH:41][CH:42]=[CH:43][CH:44]=1)[C:33]([NH:35][CH3:36])=[O:34])[CH2:7][C:6]([O:5][C:1]([CH3:2])([CH3:3])[CH3:4])=[O:16], predict the reactants needed to synthesize it. The reactants are: [C:1]([O:5][C:6](=[O:16])[CH2:7][C@H:8]([CH2:12][CH:13]([CH3:15])[CH3:14])[C:9]([OH:11])=O)([CH3:4])([CH3:3])[CH3:2].C(Cl)CCl.C1C=CC2N(O)N=NC=2C=1.[NH2:31][C@@H:32]([CH2:37][CH2:38][C:39]1[CH:44]=[CH:43][CH:42]=[CH:41][CH:40]=1)[C:33]([NH:35][CH3:36])=[O:34].C(N(CC)CC)C. (3) Given the product [C:18]([NH:1][C:2]1[S:3][CH:4]=[C:5]([C:7]([O:9][CH2:10][CH3:11])=[O:8])[N:6]=1)(=[O:22])[CH:19]([CH3:21])[CH3:20], predict the reactants needed to synthesize it. The reactants are: [NH2:1][C:2]1[S:3][CH:4]=[C:5]([C:7]([O:9][CH2:10][CH3:11])=[O:8])[N:6]=1.N1C=CC=CC=1.[C:18](Cl)(=[O:22])[CH:19]([CH3:21])[CH3:20].C(=O)(O)O. (4) Given the product [C:1]([C:3]1[CH:4]=[CH:5][C:6]([C:9]2[N:10]=[C:11]([NH:14][C:15](=[O:34])[C@@H:16]([NH:23][C:24]([C@H:26]3[O:28][C@@H:27]3[C:29]([OH:31])=[O:30])=[O:25])[CH2:17][C:18]3[N:19]=[CH:20][S:21][CH:22]=3)[S:12][CH:13]=2)=[CH:7][CH:8]=1)#[CH:2], predict the reactants needed to synthesize it. The reactants are: [C:1]([C:3]1[CH:8]=[CH:7][C:6]([C:9]2[N:10]=[C:11]([NH:14][C:15](=[O:34])[C@@H:16]([NH:23][C:24]([C@H:26]3[O:28][C@@H:27]3[C:29]([O:31]CC)=[O:30])=[O:25])[CH2:17][C:18]3[N:19]=[CH:20][S:21][CH:22]=3)[S:12][CH:13]=2)=[CH:5][CH:4]=1)#[CH:2].[Li+].[OH-]. (5) Given the product [CH3:30][N:29]([CH3:31])[C:2]1[C:11]2[C:6](=[CH:7][CH:8]=[C:9]([F:12])[CH:10]=2)[N:5]=[C:4]([CH:13]([NH:15][C:16](=[O:22])[O:17][C:18]([CH3:21])([CH3:20])[CH3:19])[CH3:14])[C:3]=1[C:23]1[CH:28]=[CH:27][CH:26]=[CH:25][N:24]=1, predict the reactants needed to synthesize it. The reactants are: Cl[C:2]1[C:11]2[C:6](=[CH:7][CH:8]=[C:9]([F:12])[CH:10]=2)[N:5]=[C:4]([CH:13]([NH:15][C:16](=[O:22])[O:17][C:18]([CH3:21])([CH3:20])[CH3:19])[CH3:14])[C:3]=1[C:23]1[CH:28]=[CH:27][CH:26]=[CH:25][N:24]=1.[NH:29]([CH3:31])[CH3:30]. (6) Given the product [NH2:1][C@H:4]1[CH2:8][N:7]([C:9]([O:11][C:12]([CH3:14])([CH3:15])[CH3:13])=[O:10])[C@@H:6]([CH2:16][N:17]2[C:25](=[O:26])[C:24]3[C:19](=[CH:20][CH:21]=[CH:22][CH:23]=3)[C:18]2=[O:27])[CH2:5]1, predict the reactants needed to synthesize it. The reactants are: [N:1]([C@H:4]1[CH2:8][N:7]([C:9]([O:11][C:12]([CH3:15])([CH3:14])[CH3:13])=[O:10])[C@@H:6]([CH2:16][N:17]2[C:25](=[O:26])[C:24]3[C:19](=[CH:20][CH:21]=[CH:22][CH:23]=3)[C:18]2=[O:27])[CH2:5]1)=[N+]=[N-]. (7) Given the product [F:1][C:2]1[CH:26]=[CH:25][C:5]([CH2:6][N:7]([CH3:24])[C:8]([C@@:10]2([C:16]3[CH:21]=[CH:20][C:19]([Cl:22])=[C:18]([Cl:23])[CH:17]=3)[CH2:12][C@H:11]2[CH2:13][CH2:14][N:45]2[CH2:46][CH2:47][C:42]([NH:48][C:49](=[O:51])[CH3:50])([C:36]3[CH:41]=[CH:40][CH:39]=[CH:38][CH:37]=3)[CH2:43][CH2:44]2)=[O:9])=[CH:4][CH:3]=1, predict the reactants needed to synthesize it. The reactants are: [F:1][C:2]1[CH:26]=[CH:25][C:5]([CH2:6][N:7]([CH3:24])[C:8]([C@@:10]2([C:16]3[CH:21]=[CH:20][C:19]([Cl:22])=[C:18]([Cl:23])[CH:17]=3)[CH2:12][C@H:11]2[CH2:13][CH2:14]Cl)=[O:9])=[CH:4][CH:3]=1.[I-].[K+].C(=O)([O-])[O-].[K+].[K+].Cl.[C:36]1([C:42]2([NH:48][C:49](=[O:51])[CH3:50])[CH2:47][CH2:46][NH:45][CH2:44][CH2:43]2)[CH:41]=[CH:40][CH:39]=[CH:38][CH:37]=1. (8) Given the product [Cl:1][C:2]1[CH:7]=[CH:6][C:5]([CH:8]2[CH:9]([B:10]3[O:14][C:13]([CH3:16])([CH3:15])[C:12]([CH3:18])([CH3:17])[O:11]3)[CH:19]2[Si:20]([CH3:23])([CH3:22])[CH3:21])=[CH:4][CH:3]=1, predict the reactants needed to synthesize it. The reactants are: [Cl:1][C:2]1[CH:7]=[CH:6][C:5](/[CH:8]=[CH:9]/[B:10]2[O:14][C:13]([CH3:16])([CH3:15])[C:12]([CH3:18])([CH3:17])[O:11]2)=[CH:4][CH:3]=1.[CH3:19][Si:20]([CH:23]=[N+]=[N-])([CH3:22])[CH3:21]. (9) Given the product [OH:1][C:2]1[CH:3]=[C:4]2[C:8](=[CH:9][CH:10]=1)[NH:7][CH2:6][CH2:5]2, predict the reactants needed to synthesize it. The reactants are: [OH:1][C:2]1[CH:3]=[C:4]2[C:8](=[CH:9][CH:10]=1)[NH:7][CH:6]=[CH:5]2.C([BH3-])#N.[Na+].B(F)(F)F.CCOCC.